Dataset: Peptide-MHC class I binding affinity with 185,985 pairs from IEDB/IMGT. Task: Regression. Given a peptide amino acid sequence and an MHC pseudo amino acid sequence, predict their binding affinity value. This is MHC class I binding data. (1) The peptide sequence is LPLPWTAGAD. The MHC is HLA-B35:01 with pseudo-sequence HLA-B35:01. The binding affinity (normalized) is 0.169. (2) The peptide sequence is IAEFVKENER. The MHC is HLA-A68:01 with pseudo-sequence HLA-A68:01. The binding affinity (normalized) is 0.526.